This data is from CYP2D6 inhibition data for predicting drug metabolism from PubChem BioAssay. The task is: Regression/Classification. Given a drug SMILES string, predict its absorption, distribution, metabolism, or excretion properties. Task type varies by dataset: regression for continuous measurements (e.g., permeability, clearance, half-life) or binary classification for categorical outcomes (e.g., BBB penetration, CYP inhibition). Dataset: cyp2d6_veith. (1) The result is 0 (non-inhibitor). The molecule is [O-][n+]1c(CN2CCCCC2)nc2cccc3c2c1-c1ccccc1-3. (2) The drug is Cc1ccc(C(c2nnnn2C2CCCC2)N2CCN3CCCC3C2)cc1. The result is 1 (inhibitor).